Predict the reactants needed to synthesize the given product. From a dataset of Full USPTO retrosynthesis dataset with 1.9M reactions from patents (1976-2016). (1) Given the product [BrH:19].[BrH:19].[C:2]([S:3][C:15]([C:5]1[CH:6]=[C:7]([C:11]([S:3][C:2](=[NH:1])[NH2:4])([CH3:13])[CH3:12])[CH:8]=[CH:9][CH:10]=1)([CH3:17])[CH3:16])(=[NH:4])[NH2:1], predict the reactants needed to synthesize it. The reactants are: [NH2:1][C:2]([NH2:4])=[S:3].[C:5]1([C:15](O)([CH3:17])[CH3:16])[CH:10]=[CH:9][CH:8]=[C:7]([C:11](O)([CH3:13])[CH3:12])[CH:6]=1.[BrH:19]. (2) Given the product [CH2:31]([O:30][CH:29]([O:33][CH2:34][CH3:35])[C@@H:28]([N:16]([CH2:17][C:18]1[C:27]2[C:22](=[CH:23][CH:24]=[CH:25][CH:26]=2)[CH:21]=[CH:20][CH:19]=1)[C:14](=[O:15])[C@@H:13]([NH:12][C:29](=[O:30])[CH2:28][N:16]([CH3:14])[NH:5][C:4]([NH:3][CH2:1][CH3:2])=[O:11])[C:37]1[CH:38]=[CH:39][CH:40]=[CH:41][CH:42]=1)[CH3:36])[CH3:32], predict the reactants needed to synthesize it. The reactants are: [CH2:1]([NH:3][C:4](=[O:11])[NH:5]OCC(O)=O)[CH3:2].[NH2:12][C@@H:13]([C:37]1[CH:42]=[CH:41][CH:40]=[CH:39][CH:38]=1)[C:14]([N:16]([C@@H:28]([CH3:36])[CH:29]([O:33][CH2:34][CH3:35])[O:30][CH2:31][CH3:32])[CH2:17][C:18]1[C:27]2[C:22](=[CH:23][CH:24]=[CH:25][CH:26]=2)[CH:21]=[CH:20][CH:19]=1)=[O:15]. (3) Given the product [CH2:10]([O:9][C:3]1[CH:4]=[C:5]([NH2:6])[CH:7]=[CH:8][C:2]=1[F:1])[C:11]1[CH:16]=[CH:15][CH:14]=[CH:13][CH:12]=1, predict the reactants needed to synthesize it. The reactants are: [F:1][C:2]1[CH:8]=[CH:7][C:5]([NH2:6])=[CH:4][C:3]=1[OH:9].[CH2:10](Cl)[C:11]1[CH:16]=[CH:15][CH:14]=[CH:13][CH:12]=1.